Dataset: Reaction yield outcomes from USPTO patents with 853,638 reactions. Task: Predict the reaction yield, written as a fraction of the theoretical maximum amount of product (1.0 means a 100% yield; for example, 0.34 means a 34% yield). (1) The reactants are [NH2:1][C:2]1[C:18]([CH3:19])=[CH:17][C:16]([C:20]#[N:21])=[CH:15][C:3]=1[C:4]([O:6]CC(CC)CCCC)=O.[CH3:22][NH2:23]. The catalyst is C[O-].[Na+]. The product is [NH2:1][C:2]1[C:18]([CH3:19])=[CH:17][C:16]([C:20]#[N:21])=[CH:15][C:3]=1[C:4]([NH:23][CH3:22])=[O:6]. The yield is 0.914. (2) The product is [NH2:2][C:1]1[NH:19][N:18]=[C:4]([NH:5][C:6]2[CH:11]=[C:10]([Cl:12])[C:9]([C:13]#[N:14])=[C:8]([Cl:15])[CH:7]=2)[N:3]=1. The yield is 0.710. The catalyst is C(O)C. The reactants are [C:1](/[N:3]=[C:4](\SC)/[NH:5][C:6]1[CH:11]=[C:10]([Cl:12])[C:9]([C:13]#[N:14])=[C:8]([Cl:15])[CH:7]=1)#[N:2].[NH2:18][NH2:19].